This data is from Catalyst prediction with 721,799 reactions and 888 catalyst types from USPTO. The task is: Predict which catalyst facilitates the given reaction. (1) Reactant: CCCP(O)(O)=O.Cl.[F:9][C:10]([F:25])([F:24])[O:11][C:12]1[CH:17]=[CH:16][CH:15]=[CH:14][C:13]=1[CH:18]1[CH2:23][CH2:22][CH2:21][NH:20][CH2:19]1.C(N(CC)CC)C.[CH3:33][N:34]([CH3:44])[C:35]1[CH:36]=[C:37]([CH:41]=[CH:42][N:43]=1)[C:38](O)=[O:39]. Product: [CH3:33][N:34]([CH3:44])[C:35]1[CH:36]=[C:37]([C:38]([N:20]2[CH2:21][CH2:22][CH2:23][CH:18]([C:13]3[CH:14]=[CH:15][CH:16]=[CH:17][C:12]=3[O:11][C:10]([F:9])([F:24])[F:25])[CH2:19]2)=[O:39])[CH:41]=[CH:42][N:43]=1. The catalyst class is: 2. (2) Reactant: [H-].[Al+3].[Li+].[H-].[H-].[H-].[CH3:7][C:8]1([CH3:18])[C:13](=O)[NH:12][C@H:11]2[CH2:15][CH2:16][CH2:17][C@H:10]2[NH:9]1.O.O.O.O.O.O.O.O.O.O.S([O-])([O-])(=O)=O.[Na+].[Na+].[H][H]. Product: [CH3:7][C:8]1([CH3:18])[NH:9][C@H:10]2[CH2:17][CH2:16][CH2:15][C@H:11]2[NH:12][CH2:13]1. The catalyst class is: 12.